This data is from Forward reaction prediction with 1.9M reactions from USPTO patents (1976-2016). The task is: Predict the product of the given reaction. (1) Given the reactants [F:1][C:2]1[CH:27]=[CH:26][CH:25]=[C:24]([F:28])[C:3]=1[CH2:4][O:5][C:6]1[C:7]2[N:8]([C:13]([C:19]([O:21]CC)=[O:20])=[C:14]([CH2:16][CH2:17][CH3:18])[N:15]=2)[CH:9]=[C:10]([CH3:12])[CH:11]=1.O.O.[OH-].[Li+].Cl, predict the reaction product. The product is: [F:1][C:2]1[CH:27]=[CH:26][CH:25]=[C:24]([F:28])[C:3]=1[CH2:4][O:5][C:6]1[C:7]2[N:8]([C:13]([C:19]([OH:21])=[O:20])=[C:14]([CH2:16][CH2:17][CH3:18])[N:15]=2)[CH:9]=[C:10]([CH3:12])[CH:11]=1. (2) Given the reactants Br[C:2]1[CH:7]=[CH:6][C:5](/[CH:8]=[CH:9]/[S:10]([O:13]CC)(=[O:12])=[O:11])=[CH:4][CH:3]=1.[O:16]1[C:20]2[CH:21]=[CH:22][CH:23]=[CH:24][C:19]=2[CH:18]=[C:17]1B(O)O.C(=O)([O-])[O-].[Na+].[Na+].O, predict the reaction product. The product is: [O:16]1[C:17]2=[CH:18][CH:19]=[CH:24][C:23]2=[CH:22][CH:21]=[C:20]1[C:4]1[CH:3]=[CH:2][CH:7]=[CH:6][C:5]=1/[CH:8]=[CH:9]/[S:10]([OH:13])(=[O:11])=[O:12]. (3) Given the reactants Cl[C:2]1[N:7]=[C:6]([CH2:8][CH2:9][C:10]2[CH:15]=[CH:14][CH:13]=[CH:12][C:11]=2[C:16]([CH3:21])([CH3:20])[C:17]([NH2:19])=[O:18])[C:5]([Cl:22])=[CH:4][N:3]=1.[CH3:23][N:24]1[CH:28]=[C:27]([NH2:29])[CH:26]=[N:25]1.O.C1(C)C=CC(S(O)(=O)=O)=CC=1, predict the reaction product. The product is: [Cl:22][C:5]1[C:6]([CH2:8][CH2:9][C:10]2[CH:15]=[CH:14][CH:13]=[CH:12][C:11]=2[C:16]([CH3:21])([CH3:20])[C:17]([NH2:19])=[O:18])=[N:7][C:2]([NH:29][C:27]2[CH:26]=[N:25][N:24]([CH3:23])[CH:28]=2)=[N:3][CH:4]=1.